From a dataset of Reaction yield outcomes from USPTO patents with 853,638 reactions. Predict the reaction yield, written as a fraction of the theoretical maximum amount of product (1.0 means a 100% yield; for example, 0.34 means a 34% yield). The reactants are [NH2:1][C:2]1[CH:11]=[C:10]([I:12])[CH:9]=[CH:8][C:3]=1[C:4]([O:6][CH3:7])=[O:5].CCN(C(C)C)C(C)C.[C:22]([CH2:26][CH2:27][C:28](Cl)=[O:29])([O:24][CH3:25])=[O:23].O. The catalyst is C(Cl)Cl.CN(C1C=CN=CC=1)C. The product is [I:12][C:10]1[CH:9]=[CH:8][C:3]([C:4]([O:6][CH3:7])=[O:5])=[C:2]([NH:1][C:28](=[O:29])[CH2:27][CH2:26][C:22]([O:24][CH3:25])=[O:23])[CH:11]=1. The yield is 0.990.